From a dataset of Full USPTO retrosynthesis dataset with 1.9M reactions from patents (1976-2016). Predict the reactants needed to synthesize the given product. (1) Given the product [CH3:40][O:41][C:42](=[O:67])[C:43]1[CH:48]=[CH:47][CH:46]=[CH:45][C:44]=1[NH:49][C:50]1[N:54]([C:55]2[CH:60]=[CH:59][CH:58]=[CH:57][C:56]=2[C:61]([F:64])([F:62])[F:63])[N:53]=[C:52]([CH3:65])[C:51]=1[C:29]1[CH:28]=[C:27]2[C:22](=[C:21]([F:20])[CH:30]=1)[N:23]=[CH:24][CH:25]=[N:26]2, predict the reactants needed to synthesize it. The reactants are: C1(P(C2CCCCC2)C2CCCCC2)CCCCC1.[F:20][C:21]1[CH:30]=[C:29](B2OC(C)(C)C(C)(C)O2)[CH:28]=[C:27]2[C:22]=1[N:23]=[CH:24][CH:25]=[N:26]2.[CH3:40][O:41][C:42](=[O:67])[C:43]1[CH:48]=[CH:47][CH:46]=[CH:45][C:44]=1[NH:49][C:50]1[N:54]([C:55]2[CH:60]=[CH:59][CH:58]=[CH:57][C:56]=2[C:61]([F:64])([F:63])[F:62])[N:53]=[C:52]([CH3:65])[C:51]=1Br.P([O-])([O-])([O-])=O.[K+].[K+].[K+]. (2) Given the product [C:14]([C:16]1[CH:17]=[C:18]2[C:26](=[CH:27][CH:28]=1)[N:25]([CH2:3][C:4]1[N:5]=[CH:6][S:7][CH:8]=1)[C:24]1[CH2:23][CH2:22][CH:21]([NH:29][C:30](=[O:34])[CH:31]([CH3:32])[CH3:33])[CH2:20][C:19]2=1)#[N:15], predict the reactants needed to synthesize it. The reactants are: Cl.Cl[CH2:3][C:4]1[N:5]=[CH:6][S:7][CH:8]=1.C([O-])(O)=O.[Na+].[C:14]([C:16]1[CH:17]=[C:18]2[C:26](=[CH:27][CH:28]=1)[NH:25][C:24]1[CH2:23][CH2:22][CH:21]([NH:29][C:30](=[O:34])[CH:31]([CH3:33])[CH3:32])[CH2:20][C:19]2=1)#[N:15].[H-].[Na+]. (3) Given the product [NH2:23][C:12]1[N:13]=[C:14]([N:17]2[CH2:22][CH2:21][N:20]([C:34](=[O:35])[CH2:33][O:32][C:31]3[CH:37]=[CH:38][C:28]([Br:27])=[CH:29][CH:30]=3)[CH2:19][CH2:18]2)[C:15]2[N:16]=[C:8]([CH2:7][CH2:6][C:5]3[CH:24]=[CH:25][CH:26]=[C:3]([O:2][CH3:1])[CH:4]=3)[S:9][C:10]=2[N:11]=1, predict the reactants needed to synthesize it. The reactants are: [CH3:1][O:2][C:3]1[CH:4]=[C:5]([CH:24]=[CH:25][CH:26]=1)[CH2:6][CH2:7][C:8]1[S:9][C:10]2[N:11]=[C:12]([NH2:23])[N:13]=[C:14]([N:17]3[CH2:22][CH2:21][NH:20][CH2:19][CH2:18]3)[C:15]=2[N:16]=1.[Br:27][C:28]1[CH:38]=[CH:37][C:31]([O:32][CH2:33][C:34](O)=[O:35])=[CH:30][CH:29]=1. (4) Given the product [CH3:16][C:17]1[C:18]2[S:26][C:1]([C:3]3[N:8]=[C:7]([C:9]([O:11][C:12]([CH3:15])([CH3:14])[CH3:13])=[O:10])[CH:6]=[CH:5][CH:4]=3)=[N:2][C:20](=[O:21])[C:19]=2[CH:23]=[CH:24][CH:25]=1, predict the reactants needed to synthesize it. The reactants are: [C:1]([C:3]1[N:8]=[C:7]([C:9]([O:11][C:12]([CH3:15])([CH3:14])[CH3:13])=[O:10])[CH:6]=[CH:5][CH:4]=1)#[N:2].[CH3:16][C:17]1[CH:25]=[CH:24][CH:23]=[C:19]([C:20](O)=[O:21])[C:18]=1[SH:26]. (5) Given the product [CH3:18][O:19][C:20]1[CH:25]=[C:24]([O:26][CH3:27])[CH:23]=[CH:22][C:21]=1[CH:2]1[CH2:11][CH2:10][C:9]2[C:4](=[CH:5][CH:6]=[C:7]([O:12][CH3:13])[CH:8]=2)[C:3]1=[O:14], predict the reactants needed to synthesize it. The reactants are: Br[C:2]1[CH2:11][CH2:10][C:9]2[C:4](=[CH:5][CH:6]=[C:7]([O:12][CH3:13])[CH:8]=2)[C:3]=1[O:14]C(=O)C.[CH3:18][O:19][C:20]1[CH:25]=[C:24]([O:26][CH3:27])[CH:23]=[CH:22][C:21]=1B(O)O.[F-].[K+].[OH-].[Na+].Cl. (6) The reactants are: [CH3:1][O:2][C:3](=[O:20])[CH2:4][C:5]([C:7](=[O:19])[N:8]([CH2:16][CH:17]=C)[CH2:9][C:10]1[CH:15]=[CH:14][CH:13]=[CH:12][CH:11]=1)=C. Given the product [CH3:1][O:2][C:3](=[O:20])[CH2:4][C:5]1[C:7](=[O:19])[N:8]([CH2:9][C:10]2[CH:11]=[CH:12][CH:13]=[CH:14][CH:15]=2)[CH2:16][CH:17]=1, predict the reactants needed to synthesize it. (7) Given the product [C:1]1([C:17]2[CH:22]=[CH:21][CH:20]=[CH:19][CH:18]=2)[CH:6]=[CH:5][CH:4]=[CH:3][C:2]=1[C:7]([N:9]1[CH2:10][CH:11]2[CH:15]([CH2:14][N:13]([C:24]3[S:25][C:26]4[CH:32]=[C:31]([CH3:33])[CH:30]=[CH:29][C:27]=4[N:28]=3)[CH2:12]2)[CH2:16]1)=[O:8], predict the reactants needed to synthesize it. The reactants are: [C:1]1([C:17]2[CH:22]=[CH:21][CH:20]=[CH:19][CH:18]=2)[CH:6]=[CH:5][CH:4]=[CH:3][C:2]=1[C:7]([N:9]1[CH2:16][CH:15]2[CH:11]([CH2:12][NH:13][CH2:14]2)[CH2:10]1)=[O:8].Cl[C:24]1[S:25][C:26]2[CH:32]=[C:31]([CH3:33])[CH:30]=[CH:29][C:27]=2[N:28]=1. (8) Given the product [S:1]1[C:5]2[CH:6]=[CH:7][CH:8]=[CH:9][C:4]=2[C:3]([N:10]2[CH2:15][CH2:14][N:13]([CH2:16][CH2:17][C:18]3[CH:19]=[CH:20][CH:21]=[C:22]4[C:27]=3[N:26]([S:36]([C:34]3[N:33]=[C:32]([CH3:40])[N:31]([CH3:30])[CH:35]=3)(=[O:38])=[O:37])[CH2:25][CH2:24][C:23]4([CH3:29])[CH3:28])[CH2:12][CH2:11]2)=[N:2]1, predict the reactants needed to synthesize it. The reactants are: [S:1]1[C:5]2[CH:6]=[CH:7][CH:8]=[CH:9][C:4]=2[C:3]([N:10]2[CH2:15][CH2:14][N:13]([CH2:16][CH2:17][C:18]3[CH:19]=[CH:20][CH:21]=[C:22]4[C:27]=3[NH:26][CH2:25][CH2:24][C:23]4([CH3:29])[CH3:28])[CH2:12][CH2:11]2)=[N:2]1.[CH3:30][N:31]1[CH:35]=[C:34]([S:36](Cl)(=[O:38])=[O:37])[N:33]=[C:32]1[CH3:40]. (9) Given the product [I-:22].[CH3:29][N+:30]([CH3:33])([CH3:21])[CH2:31][CH2:3][CH2:4][Si:5]([O:11][Si:12]([CH3:13])([CH3:15])[CH3:14])([O:16][Si:17]([CH3:20])([CH3:19])[CH3:18])[O:6][Si:7]([CH3:8])([CH3:9])[CH3:10], predict the reactants needed to synthesize it. The reactants are: NC[CH2:3][CH2:4][Si:5]([O:16][Si:17]([CH3:20])([CH3:19])[CH3:18])([O:11][Si:12]([CH3:15])([CH3:14])[CH3:13])[O:6][Si:7]([CH3:10])([CH3:9])[CH3:8].[CH3:21][I:22].C(=O)([O-])[O-].[Na+].[Na+].[CH3:29][N:30]([CH3:33])[CH:31]=O. (10) The reactants are: [OH:1][C:2]1[C:11]([CH3:12])=[CH:10][C:9]([N+:13]([O-:15])=[O:14])=[CH:8][C:3]=1[C:4]([O:6][CH3:7])=[O:5].C(N(CC)CC)C.[F:23][C:24]([F:30])([F:29])[S:25](Cl)(=[O:27])=[O:26].O. Given the product [CH3:12][C:11]1[C:2]([O:1][S:25]([C:24]([F:30])([F:29])[F:23])(=[O:27])=[O:26])=[C:3]([CH:8]=[C:9]([N+:13]([O-:15])=[O:14])[CH:10]=1)[C:4]([O:6][CH3:7])=[O:5], predict the reactants needed to synthesize it.